The task is: Predict the product of the given reaction.. This data is from Forward reaction prediction with 1.9M reactions from USPTO patents (1976-2016). (1) Given the reactants [CH3:1][C:2]1[C:3]([CH:8]2[CH2:13][CH2:12][CH2:11][CH:10]([C:14]3[C:19]([CH3:20])=[CH:18][CH:17]=[CH:16][N:15]=3)[NH:9]2)=[N:4][CH:5]=[CH:6][CH:7]=1.Br[CH2:22][CH2:23][CH2:24][N:25]1[CH:29]=[CH:28][N:27]=[CH:26]1.CCN(C(C)C)C(C)C, predict the reaction product. The product is: [N:25]1([CH2:24][CH2:23][CH2:22][N:9]2[CH:8]([C:3]3[C:2]([CH3:1])=[CH:7][CH:6]=[CH:5][N:4]=3)[CH2:13][CH2:12][CH2:11][CH:10]2[C:14]2[C:19]([CH3:20])=[CH:18][CH:17]=[CH:16][N:15]=2)[CH:29]=[CH:28][N:27]=[CH:26]1. (2) Given the reactants [CH2:1]=O.[CH2:3]([NH:10][CH:11]([Si:13]([CH3:16])([CH3:15])[CH3:14])[CH3:12])[C:4]1[CH:9]=[CH:8][CH:7]=[CH:6][CH:5]=1.[C:17]([O-:20])([O-])=O.[K+].[K+], predict the reaction product. The product is: [CH2:3]([N:10]([CH2:1][O:20][CH3:17])[CH:11]([Si:13]([CH3:15])([CH3:14])[CH3:16])[CH3:12])[C:4]1[CH:9]=[CH:8][CH:7]=[CH:6][CH:5]=1. (3) Given the reactants Cl[C:2]1[N:3]=[CH:4][C:5]2[C:10]([CH:11]=1)=[CH:9][CH:8]=[C:7]([C:12]1[CH:17]=[C:16]([F:18])[CH:15]=[CH:14][C:13]=1[CH3:19])[CH:6]=2.Cl.[CH3:21][CH:22]([NH2:27])[C:23]([F:26])([F:25])[F:24].C(=O)([O-])[O-].[Cs+].[Cs+].O1CCOCC1.CC(C)([O-])C.[Na+], predict the reaction product. The product is: [F:18][C:16]1[CH:15]=[CH:14][C:13]([CH3:19])=[C:12]([C:7]2[CH:6]=[C:5]3[C:10]([CH:11]=[C:2]([NH:27][CH:22]([CH3:21])[C:23]([F:26])([F:25])[F:24])[N:3]=[CH:4]3)=[CH:9][CH:8]=2)[CH:17]=1. (4) Given the reactants [Cl:1][C:2]1[CH:7]=[CH:6][C:5]([C:8]2[C:17](=[O:18])[C:16]3[C:11](=[C:12]([CH:32]=O)[C:13](OS(C4C(C)=CC(C)=CC=4C)(=O)=O)=[CH:14][CH:15]=3)[O:10][C:9]=2[CH:34]([CH3:36])[CH3:35])=[CH:4][CH:3]=1.[CH2:37]([NH2:40])[CH2:38][NH2:39].[BH4-].[Na+], predict the reaction product. The product is: [Cl:1][C:2]1[CH:3]=[CH:4][C:5]([C:8]2[C:17](=[O:18])[C:16]3[CH:15]=[CH:14][C:13]4[NH:40][CH2:37][CH2:38][NH:39][CH2:32][C:12]=4[C:11]=3[O:10][C:9]=2[CH:34]([CH3:35])[CH3:36])=[CH:6][CH:7]=1. (5) Given the reactants [Cl:1][C:2]1[CH:3]=[C:4]2[C:8](=[CH:9][CH:10]=1)[NH:7][C:6]1[C@H:11]([CH2:15][CH:16]([CH3:18])[CH3:17])[NH:12][CH2:13][CH2:14][C:5]2=1.C(N(CC)C(C)C)(C)C.[C:28](Cl)(=[O:31])[CH:29]=[CH2:30], predict the reaction product. The product is: [Cl:1][C:2]1[CH:3]=[C:4]2[C:8](=[CH:9][CH:10]=1)[NH:7][C:6]1[C@H:11]([CH2:15][CH:16]([CH3:18])[CH3:17])[N:12]([C:28](=[O:31])[CH:29]=[CH2:30])[CH2:13][CH2:14][C:5]2=1. (6) Given the reactants [N:1]([CH2:4][CH2:5][O:6][CH2:7][CH:8]([OH:11])[CH2:9][OH:10])=[N+]=[N-].C1(P(C2C=CC=CC=2)C2C=CC=CC=2)C=CC=CC=1.O1CCCC1.[C:36](O[C:36]([O:38][C:39]([CH3:42])([CH3:41])[CH3:40])=[O:37])([O:38][C:39]([CH3:42])([CH3:41])[CH3:40])=[O:37], predict the reaction product. The product is: [OH:11][CH:8]([CH2:9][OH:10])[CH2:7][O:6][CH2:5][CH2:4][NH:1][C:36](=[O:37])[O:38][C:39]([CH3:42])([CH3:41])[CH3:40]. (7) Given the reactants C([Li])CCC.[C:6]([C:10]1[CH:11]=[C:12]([S:16]([N:19]2[C:27]3[C:22](=[CH:23][C:24]([C:28]([F:31])([F:30])[F:29])=[CH:25][CH:26]=3)[CH:21]=[CH:20]2)(=[O:18])=[O:17])[CH:13]=[CH:14][CH:15]=1)([CH3:9])([CH3:8])[CH3:7].[CH:32]([C:34]1[CH:43]=[CH:42][C:37]([C:38]([O:40][CH3:41])=[O:39])=[CH:36][N:35]=1)=[O:33], predict the reaction product. The product is: [CH3:41][O:40][C:38](=[O:39])[C:37]1[CH:42]=[CH:43][C:34]([CH:32]([C:20]2[N:19]([S:16]([C:12]3[CH:13]=[CH:14][CH:15]=[C:10]([C:6]([CH3:9])([CH3:7])[CH3:8])[CH:11]=3)(=[O:18])=[O:17])[C:27]3[C:22]([CH:21]=2)=[CH:23][C:24]([C:28]([F:30])([F:31])[F:29])=[CH:25][CH:26]=3)[OH:33])=[N:35][CH:36]=1.